This data is from Forward reaction prediction with 1.9M reactions from USPTO patents (1976-2016). The task is: Predict the product of the given reaction. (1) Given the reactants [CH:1]1([N:4]([C@@H:23]([C:25]2[C:33]3[C:28](=[N:29][C:30]([CH3:34])=[CH:31][CH:32]=3)[N:27]([CH2:35][CH2:36][CH2:37][NH:38][C:39]([O:41][CH3:42])=[O:40])[N:26]=2)[CH3:24])[C:5]([C@@H:7]2[O:12][C@H:11]([CH2:13][O:14][CH3:15])[CH2:10][N:9](C(OC(C)(C)C)=O)[CH2:8]2)=[O:6])[CH2:3][CH2:2]1.FC(F)(F)C(O)=O, predict the reaction product. The product is: [CH:1]1([N:4]([C:5]([C@@H:7]2[O:12][C@H:11]([CH2:13][O:14][CH3:15])[CH2:10][NH:9][CH2:8]2)=[O:6])[C@@H:23]([C:25]2[C:33]3[C:28](=[N:29][C:30]([CH3:34])=[CH:31][CH:32]=3)[N:27]([CH2:35][CH2:36][CH2:37][NH:38][C:39](=[O:40])[O:41][CH3:42])[N:26]=2)[CH3:24])[CH2:2][CH2:3]1. (2) Given the reactants [CH:1]1([CH2:4][O:5][C:6]2[CH:7]=[CH:8][C:9]3[C:13]([CH:14]=2)=[N:12][N:11]([C:15]2[CH:31]=[CH:30][C:18]([O:19]S(C(F)(F)C(OC)=O)(=O)=O)=[CH:17][CH:16]=2)[C:10]=3[C:32]([F:35])([F:34])[F:33])[CH2:3][CH2:2]1.CO.C[O-].[Na+].[Cl-].[NH4+], predict the reaction product. The product is: [CH:1]1([CH2:4][O:5][C:6]2[CH:7]=[CH:8][C:9]3[C:13]([CH:14]=2)=[N:12][N:11]([C:15]2[CH:31]=[CH:30][C:18]([OH:19])=[CH:17][CH:16]=2)[C:10]=3[C:32]([F:34])([F:35])[F:33])[CH2:3][CH2:2]1. (3) Given the reactants Cl.Cl.[NH2:3][C@H:4]1[CH2:10][CH2:9][CH2:8][CH2:7][N:6]([CH2:11][CH2:12][N:13]([CH3:15])[CH3:14])[C:5]1=[O:16].C(=O)([O-])[O-].[Cs+].[Cs+].Br[C:24]1[CH:28]=[C:27]([C:29]#[C:30][C:31]([CH3:34])([CH3:33])[CH3:32])[S:26][C:25]=1[C:35]([O:37][CH3:38])=[O:36].C1C=CC(P(C2C(C3C(P(C4C=CC=CC=4)C4C=CC=CC=4)=CC=C4C=3C=CC=C4)=C3C(C=CC=C3)=CC=2)C2C=CC=CC=2)=CC=1, predict the reaction product. The product is: [CH3:32][C:31]([CH3:34])([CH3:33])[C:30]#[C:29][C:27]1[S:26][C:25]([C:35]([O:37][CH3:38])=[O:36])=[C:24]([NH:3][C@H:4]2[CH2:10][CH2:9][CH2:8][CH2:7][N:6]([CH2:11][CH2:12][N:13]([CH3:14])[CH3:15])[C:5]2=[O:16])[CH:28]=1. (4) Given the reactants [CH3:1][O:2][C:3]1[CH:30]=[CH:29][C:6]([CH2:7][NH:8][C:9]([C:11]2([CH2:24][CH2:25][CH2:26][CH2:27]Br)[C:23]3[CH:22]=[CH:21][CH:20]=[CH:19][C:18]=3[C:17]3[C:12]2=[CH:13][CH:14]=[CH:15][CH:16]=3)=[O:10])=[CH:5][CH:4]=1.[CH3:31][N:32]1[C:36]2[CH:37]=[CH:38][CH:39]=[CH:40][C:35]=2[N:34]=[C:33]1[N:41]1[CH2:46][CH2:45][NH:44][CH2:43][CH2:42]1, predict the reaction product. The product is: [CH3:1][O:2][C:3]1[CH:30]=[CH:29][C:6]([CH2:7][NH:8][C:9]([C:11]2([CH2:24][CH2:25][CH2:26][CH2:27][N:44]3[CH2:45][CH2:46][N:41]([C:33]4[N:32]([CH3:31])[C:36]5[CH:37]=[CH:38][CH:39]=[CH:40][C:35]=5[N:34]=4)[CH2:42][CH2:43]3)[C:23]3[CH:22]=[CH:21][CH:20]=[CH:19][C:18]=3[C:17]3[C:12]2=[CH:13][CH:14]=[CH:15][CH:16]=3)=[O:10])=[CH:5][CH:4]=1. (5) Given the reactants [CH3:1][N:2]([CH3:9])[CH2:3][CH:4]=[CH:5][C:6](O)=[O:7].CN(C(ON1N=[N:25][C:20]2C=[CH:22][CH:23]=[N:24][C:19]1=2)=[N+](C)C)C.F[P-](F)(F)(F)(F)F.C(N1CCC(C2[N:48]=[C:47]([C:49]3[CH:54]=[CH:53][C:52]([O:55][C:56]4[CH:61]=[CH:60][CH:59]=[CH:58][CH:57]=4)=[CH:51][CH:50]=3)[C:46]([C:62]([NH2:64])=[O:63])=[CH:45]C=2)C1)(=O)C=C.CCN(C(C)C)C(C)C, predict the reaction product. The product is: [CH3:1][N:2]([CH3:9])[CH2:3][CH:4]=[CH:5][C:6]([N:24]1[CH2:23][CH2:22][CH:20]([N:25]2[CH:45]=[C:46]([C:62]([NH2:64])=[O:63])[C:47]([C:49]3[CH:50]=[CH:51][C:52]([O:55][C:56]4[CH:57]=[CH:58][CH:59]=[CH:60][CH:61]=4)=[CH:53][CH:54]=3)=[N:48]2)[CH2:19]1)=[O:7]. (6) Given the reactants [NH2:1][C@H:2]([C:5]([OH:7])=[O:6])[CH2:3][OH:4].S(Cl)([Cl:10])=O.[CH3:12]O, predict the reaction product. The product is: [ClH:10].[CH3:12][O:6][C:5](=[O:7])[C@H:2]([NH2:1])[CH2:3][OH:4]. (7) Given the reactants [OH:1][CH:2](CO)[CH2:3][C:4]1[CH:5]=[C:6]([CH:9]=[CH:10][CH:11]=1)[C:7]#[N:8], predict the reaction product. The product is: [O:1]=[CH:2][CH2:3][C:4]1[CH:5]=[C:6]([CH:9]=[CH:10][CH:11]=1)[C:7]#[N:8]. (8) Given the reactants C(C1C(C)=NC(C)=C(C=1)C#N)(=[O:3])C.S1C=CN=C1C(=O)C.[CH3:22][C:23]1[N:30]=[C:29]([CH3:31])[C:28]([C:32]2[CH:41]=[CH:40][C:39]3[C:34](=[CH:35][CH:36]=[C:37]([CH2:42][CH2:43][N:44]4[CH2:48][CH2:47][CH2:46][C@H:45]4[CH3:49])[CH:38]=3)[N:33]=2)=[CH:27][C:24]=1[C:25]#[N:26], predict the reaction product. The product is: [CH3:22][C:23]1[N:30]=[C:29]([CH3:31])[C:28]([C:32]2[CH:41]=[CH:40][C:39]3[C:34](=[CH:35][CH:36]=[C:37]([CH2:42][CH2:43][N:44]4[CH2:48][CH2:47][CH2:46][C@H:45]4[CH3:49])[CH:38]=3)[N:33]=2)=[CH:27][C:24]=1[C:25]([NH2:26])=[O:3]. (9) Given the reactants [Br:1][C:2]1[C:3]([NH:12][CH:13]=[C:14]2[C:19](=[O:20])OC(C)(C)OC2=O)=[CH:4][C:5]2[O:10][CH2:9][CH2:8][O:7][C:6]=2[CH:11]=1.C1C=CC(C2C=CC=CC=2)=CC=1.C1C=CC(OC2C=CC=CC=2)=CC=1.C(OCC)(=O)C.CCCCCC, predict the reaction product. The product is: [Br:1][C:2]1[CH:11]=[C:6]2[O:7][CH2:8][CH2:9][O:10][C:5]2=[C:4]2[C:3]=1[NH:12][CH:13]=[CH:14][C:19]2=[O:20]. (10) Given the reactants [CH3:1][O:2][C:3]1[CH:4]=[C:5]([CH:39]=[C:40]([O:42][CH3:43])[CH:41]=1)[CH2:6][N:7]1[C:13]2[CH:14]=[CH:15][CH:16]=[CH:17][C:12]=2[C@@:11]2([C:32]3[CH:37]=[CH:36][CH:35]=[CH:34][CH:33]=3)[C@H:18]([O:21][C:22]3[N:27]=[C:26]([O:28][CH3:29])[CH:25]=[C:24]([O:30][CH3:31])[N:23]=3)[C:19](=[O:20])[N:10]2[CH2:9][C:8]1=[O:38].[OH:44][Li].O, predict the reaction product. The product is: [CH3:43][O:42][C:40]1[CH:39]=[C:5]([CH:4]=[C:3]([O:2][CH3:1])[CH:41]=1)[CH2:6][N:7]1[C:13]2[CH:14]=[CH:15][CH:16]=[CH:17][C:12]=2[C@:11]([C@H:18]([O:21][C:22]2[N:23]=[C:24]([O:30][CH3:31])[CH:25]=[C:26]([O:28][CH3:29])[N:27]=2)[C:19]([OH:20])=[O:44])([C:32]2[CH:33]=[CH:34][CH:35]=[CH:36][CH:37]=2)[NH:10][CH2:9][C:8]1=[O:38].